The task is: Regression. Given a peptide amino acid sequence and an MHC pseudo amino acid sequence, predict their binding affinity value. This is MHC class II binding data.. This data is from Peptide-MHC class II binding affinity with 134,281 pairs from IEDB. The peptide sequence is IGRFYIQMCTELKLSDYEG. The MHC is DRB1_0301 with pseudo-sequence DRB1_0301. The binding affinity (normalized) is 0.476.